Dataset: Forward reaction prediction with 1.9M reactions from USPTO patents (1976-2016). Task: Predict the product of the given reaction. (1) Given the reactants [F:1][C:2]1[C:7]([O:8][CH3:9])=[CH:6][C:5]([O:10][CH3:11])=[C:4]([F:12])[C:3]=1[N:13]1[CH2:22][C:21]2[CH:20]=[N:19][C:18]3[N:23](COCC[Si](C)(C)C)[CH:24]=[CH:25][C:17]=3[C:16]=2[C:15]2([CH2:38][CH2:37][N:36]([CH3:39])[CH2:35][CH2:34]2)[C:14]1=[O:40].C(O)(C(F)(F)F)=O, predict the reaction product. The product is: [F:12][C:4]1[C:5]([O:10][CH3:11])=[CH:6][C:7]([O:8][CH3:9])=[C:2]([F:1])[C:3]=1[N:13]1[CH2:22][C:21]2[CH:20]=[N:19][C:18]3[NH:23][CH:24]=[CH:25][C:17]=3[C:16]=2[C:15]2([CH2:38][CH2:37][N:36]([CH3:39])[CH2:35][CH2:34]2)[C:14]1=[O:40]. (2) Given the reactants Br[C:2]1[CH:8]=[C:7]([Cl:9])[C:5]([NH2:6])=[C:4]([Cl:10])[CH:3]=1.[CH2:11]([O:13][C:14]1[CH:15]=[C:16](B(O)O)[CH:17]=[CH:18][CH:19]=1)[CH3:12], predict the reaction product. The product is: [Cl:10][C:4]1[CH:3]=[C:2]([C:18]2[CH:17]=[CH:16][CH:15]=[C:14]([O:13][CH2:11][CH3:12])[CH:19]=2)[CH:8]=[C:7]([Cl:9])[C:5]=1[NH2:6]. (3) Given the reactants [CH3:1][C:2]1[CH:7]=[C:6]([CH3:8])[CH:5]=[CH:4][C:3]=1[CH2:9][CH2:10][NH2:11].[CH:12]1([CH:15]=O)[CH2:14][CH2:13]1, predict the reaction product. The product is: [CH:12]1([CH2:15][NH:11][CH2:10][CH2:9][C:3]2[CH:4]=[CH:5][C:6]([CH3:8])=[CH:7][C:2]=2[CH3:1])[CH2:14][CH2:13]1. (4) Given the reactants [F:1][C:2]([F:31])([F:30])[CH2:3][NH:4][C:5]([C:7]1([CH2:20][CH2:21][CH2:22][CH2:23][N:24]2[CH2:29][CH2:28][NH:27][CH2:26][CH2:25]2)[C:19]2[CH:18]=[CH:17][CH:16]=[CH:15][C:14]=2[C:13]2[C:8]1=[CH:9][CH:10]=[CH:11][CH:12]=2)=[O:6].[F:32][C:33]([F:45])([F:44])[C:34]1[CH:39]=[CH:38][C:37]([CH2:40][C:41](O)=[O:42])=[CH:36][CH:35]=1.C(N(C(C)C)C(C)C)C.CN(C(ON1N=NC2C=CC=CC1=2)=[N+](C)C)C.[B-](F)(F)(F)F, predict the reaction product. The product is: [F:31][C:2]([F:30])([F:1])[CH2:3][NH:4][C:5]([C:7]1([CH2:20][CH2:21][CH2:22][CH2:23][N:24]2[CH2:25][CH2:26][N:27]([C:41](=[O:42])[CH2:40][C:37]3[CH:36]=[CH:35][C:34]([C:33]([F:44])([F:32])[F:45])=[CH:39][CH:38]=3)[CH2:28][CH2:29]2)[C:8]2[CH:9]=[CH:10][CH:11]=[CH:12][C:13]=2[C:14]2[C:19]1=[CH:18][CH:17]=[CH:16][CH:15]=2)=[O:6]. (5) Given the reactants Br[C:2]1[CH:3]=[C:4]2[C:9](=[CH:10][CH:11]=1)[N:8]=[CH:7][C:6]([C:12](=[O:14])[CH3:13])=[C:5]2[NH:15][C:16]1[CH:21]=[CH:20][C:19]([CH2:22][CH2:23][N:24]([CH3:26])[CH3:25])=[CH:18][CH:17]=1.[Cl:27][C:28]1[CH:33]=[C:32](B2OC(C)(C)C(C)(C)O2)[CH:31]=[C:30]([Cl:43])[C:29]=1[OH:44], predict the reaction product. The product is: [Cl:27][C:28]1[CH:33]=[C:32]([C:2]2[CH:3]=[C:4]3[C:9](=[CH:10][CH:11]=2)[N:8]=[CH:7][C:6]([C:12](=[O:14])[CH3:13])=[C:5]3[NH:15][C:16]2[CH:21]=[CH:20][C:19]([CH2:22][CH2:23][N:24]([CH3:26])[CH3:25])=[CH:18][CH:17]=2)[CH:31]=[C:30]([Cl:43])[C:29]=1[OH:44]. (6) Given the reactants [NH2:1][C:2]1[N:3]=[C:4]([CH3:35])[C:5]2=[C:6]([CH2:8][C@H:9]([C:20]3[CH:25]=[CH:24][C:23]([F:26])=[CH:22][C:21]=3[C:27]3[CH:32]=[CH:31][CH:30]=[C:29]([O:33][CH3:34])[N:28]=3)[NH:10]/[C:11]/2=[N:12]\[O:13][CH2:14][CH2:15][CH2:16][C:17]([OH:19])=O)[N:7]=1.[CH3:36][N:37]1CCOC[CH2:38]1.ClC(OCC(C)C)=O.CNC.CO, predict the reaction product. The product is: [NH2:1][C:2]1[N:3]=[C:4]([CH3:35])[C:5]2=[C:6]([CH2:8][C@H:9]([C:20]3[CH:25]=[CH:24][C:23]([F:26])=[CH:22][C:21]=3[C:27]3[CH:32]=[CH:31][CH:30]=[C:29]([O:33][CH3:34])[N:28]=3)[NH:10]/[C:11]/2=[N:12]\[O:13][CH2:14][CH2:15][CH2:16][C:17]([N:37]([CH3:38])[CH3:36])=[O:19])[N:7]=1.